This data is from Forward reaction prediction with 1.9M reactions from USPTO patents (1976-2016). The task is: Predict the product of the given reaction. (1) Given the reactants BrC1C=C[C:5]2[C:18]3[CH:17]=[CH:16][CH:15]=[C:20]4[C:19]=3C([C:15]3[C:20]=2[C:19]=1[CH:18]=[CH:17][CH:16]=3)=CC=[C:5]4Br.Br[C:24]1[CH:25]=[CH:26][C:27]2[C:28]3[CH:29]=[CH:30][C:31](Br)=[C:32]4[C:43]=3[C:36]([C:37]3[C:42]=2[C:41]=1[CH:40]=[CH:39][CH:38]=3)=[CH:35][CH:34]=[CH:33]4.CC1(C)C(C)(C)OB([C:53]2[CH:65]=[CH:64][C:63]3[C:62]4[C:57](=[CH:58][CH:59]=[CH:60][CH:61]=4)[C:56]([CH2:74][CH2:75][CH2:76][CH2:77][CH2:78][CH2:79][CH2:80][CH3:81])([CH2:66][CH2:67][CH2:68][CH2:69][CH2:70][CH2:71][CH2:72][CH3:73])[C:55]=3[CH:54]=2)O1, predict the reaction product. The product is: [CH2:74]([C:56]1([CH2:66][CH2:67][CH2:68][CH2:69][CH2:70][CH2:71][CH2:72][CH3:73])[C:55]2[CH:54]=[C:53]([C:33]3[CH:34]=[CH:35][C:36]4[C:37]5[CH:38]=[CH:39][CH:40]=[C:41]6[C:42]=5[C:27]([C:28]5[C:43]=4[C:32]=3[CH:31]=[CH:30][CH:29]=5)=[CH:26][CH:25]=[C:24]6[C:53]3[CH:65]=[CH:64][C:63]4[C:62]5[C:57](=[CH:58][CH:59]=[CH:60][CH:61]=5)[C:56]([CH2:74][CH2:15][CH2:16][CH2:17][CH2:18][CH2:19][CH2:20][CH3:5])([CH2:66][CH2:67][CH2:68][CH2:69][CH2:70][CH2:71][CH2:72][CH3:73])[C:55]=4[CH:54]=3)[CH:65]=[CH:64][C:63]=2[C:62]2[C:57]1=[CH:58][CH:59]=[CH:60][CH:61]=2)[CH2:75][CH2:76][CH2:77][CH2:78][CH2:79][CH2:80][CH3:81].[CH2:74]([C:56]1([CH2:66][CH2:67][CH2:68][CH2:69][CH2:70][CH2:71][CH2:72][CH3:73])[C:55]2[CH:54]=[C:53]([C:24]3[CH:25]=[CH:26][C:27]4[C:28]5[CH:29]=[CH:30][C:31]([C:53]6[CH:65]=[CH:64][C:63]7[C:62]8[C:57](=[CH:58][CH:59]=[CH:60][CH:61]=8)[C:56]([CH2:74][CH2:15][CH2:16][CH2:17][CH2:18][CH2:19][CH2:20][CH3:5])([CH2:66][CH2:67][CH2:68][CH2:69][CH2:70][CH2:71][CH2:72][CH3:73])[C:55]=7[CH:54]=6)=[C:32]6[C:43]=5[C:36]([C:37]5[C:42]=4[C:41]=3[CH:40]=[CH:39][CH:38]=5)=[CH:35][CH:34]=[CH:33]6)[CH:65]=[CH:64][C:63]=2[C:62]2[C:57]1=[CH:58][CH:59]=[CH:60][CH:61]=2)[CH2:75][CH2:76][CH2:77][CH2:78][CH2:79][CH2:80][CH3:81]. (2) Given the reactants Br[CH2:2][C:3]1[CH:8]=[CH:7][CH:6]=[CH:5][CH:4]=1.C(=O)([O-])[O-].[K+].[K+].[OH:15][C:16]1[CH:17]=[C:18]([CH:24]=[CH:25][C:26]=1[OH:27])[C:19]([O:21][CH2:22][CH3:23])=[O:20], predict the reaction product. The product is: [CH2:2]([O:27][C:26]1[CH:25]=[CH:24][C:18]([C:19]([O:21][CH2:22][CH3:23])=[O:20])=[CH:17][C:16]=1[OH:15])[C:3]1[CH:8]=[CH:7][CH:6]=[CH:5][CH:4]=1. (3) Given the reactants [C:1]([S@@:5](/[N:7]=[CH:8]/[C:9]1[C:14]([F:15])=[CH:13][CH:12]=[CH:11][C:10]=1[CH2:16][CH2:17][C:18]([O:20][C:21]([CH3:24])([CH3:23])[CH3:22])=[O:19])=[O:6])([CH3:4])([CH3:3])[CH3:2].C[Si]([N-][Si](C)(C)C)(C)C.[Li+].[Cl-].[NH4+].C(OCC)(=O)C, predict the reaction product. The product is: [C:1]([S@@:5]([NH:7][C@@H:8]1[C:9]2[C:10](=[CH:11][CH:12]=[CH:13][C:14]=2[F:15])[CH2:16][C@H:17]1[C:18]([O:20][C:21]([CH3:24])([CH3:23])[CH3:22])=[O:19])=[O:6])([CH3:4])([CH3:3])[CH3:2]. (4) The product is: [CH3:11][NH:12][S:7]([C:5]1[N:4]=[CH:3][N:2]([CH3:1])[CH:6]=1)(=[O:9])=[O:8]. Given the reactants [CH3:1][N:2]1[CH:6]=[C:5]([S:7](Cl)(=[O:9])=[O:8])[N:4]=[CH:3]1.[CH3:11][NH2:12].O, predict the reaction product. (5) Given the reactants [C:1]1(=[O:16])[N:5]([CH2:6][CH2:7][CH2:8][CH:9]=O)[C:4](=[O:11])[C:3]2=[CH:12][CH:13]=[CH:14][CH:15]=[C:2]12.CC1C([P+]([O:37][C:38]([CH3:40])=[O:39])(C2C=CC=CC=2)C2C=CC=CC=2)=CC=CC=1.[CH2:41](Cl)Cl, predict the reaction product. The product is: [CH3:41][O:37][C:38](=[O:39])[CH:40]=[CH:9][CH2:8][CH2:7][CH2:6][N:5]1[C:4](=[O:11])[C:3]2=[CH:12][CH:13]=[CH:14][CH:15]=[C:2]2[C:1]1=[O:16].